From a dataset of Catalyst prediction with 721,799 reactions and 888 catalyst types from USPTO. Predict which catalyst facilitates the given reaction. Reactant: [Br:1]Br.[F:3][C:4]1([CH2:12][C:13]([C:15]2[CH:20]=[CH:19][CH:18]=[CH:17][CH:16]=2)=[O:14])[CH:9]=[CH:8][N:7]=[C:6]([S:10][CH3:11])[NH:5]1. Product: [F:3][C:4]1([CH:12]([Br:1])[C:13]([C:15]2[CH:20]=[CH:19][CH:18]=[CH:17][CH:16]=2)=[O:14])[CH:9]=[CH:8][N:7]=[C:6]([S:10][CH3:11])[NH:5]1. The catalyst class is: 15.